From a dataset of Full USPTO retrosynthesis dataset with 1.9M reactions from patents (1976-2016). Predict the reactants needed to synthesize the given product. (1) Given the product [CH:38]1([N:19]2[C:18]3[CH:44]=[CH:45][C:15]([C:13]([N:12]4[CH:8]([C:9]([OH:11])=[O:10])[CH2:7][C:1]5[C:6](=[CH:5][CH:4]=[CH:3][CH:2]=5)[CH2:47]4)=[O:14])=[CH:16][C:17]=3[N:21]=[C:20]2[C:22]2[CH:23]=[C:24]3[C:29](=[CH:30][CH:31]=2)[N:28]=[C:27]([C:32]2[CH:37]=[CH:36][CH:35]=[CH:34][CH:33]=2)[CH:26]=[N:25]3)[CH2:39][CH2:40][CH2:41][CH2:42][CH2:43]1, predict the reactants needed to synthesize it. The reactants are: [CH:1]1([CH2:7][CH:8]([NH:12][C:13]([C:15]2[CH:45]=[CH:44][C:18]3[N:19]([CH:38]4[CH2:43][CH2:42][CH2:41][CH2:40][CH2:39]4)[C:20]([C:22]4[CH:23]=[C:24]5[C:29](=[CH:30][CH:31]=4)[N:28]=[C:27]([C:32]4[CH:37]=[CH:36][CH:35]=[CH:34][CH:33]=4)[CH:26]=[N:25]5)=[N:21][C:17]=3[CH:16]=2)=[O:14])[C:9]([OH:11])=[O:10])[CH2:6][CH2:5][CH2:4][CH2:3][CH2:2]1.N1(C(OCC2C3C(=CC=CC=3)C3C2=CC=CC=3)=O)CC2C(=CC=CC=2)C[C@H:47]1C(O)=O. (2) Given the product [N+:1]([C:4]1[CH:14]=[CH:13][C:7]2[CH2:8][CH2:9][CH2:10][N:11]([C:23](=[O:24])[C:22]([F:33])([F:32])[F:21])[CH2:12][C:6]=2[CH:5]=1)([O-:3])=[O:2], predict the reactants needed to synthesize it. The reactants are: [N+:1]([C:4]1[CH:14]=[CH:13][C:7]2[CH2:8][CH2:9][CH2:10][NH:11][CH2:12][C:6]=2[CH:5]=1)([O-:3])=[O:2].N1C=CC=CC=1.[F:21][C:22]([F:33])([F:32])[C:23](O[C:23](=[O:24])[C:22]([F:33])([F:32])[F:21])=[O:24].O. (3) Given the product [OH:6][CH2:5][C@H:4]([NH:7][C:8](=[O:17])[O:9][CH2:10][C:11]1[CH:16]=[CH:15][CH:14]=[CH:13][CH:12]=1)[CH2:3][C:2]([N:18]1[CH2:23][CH2:22][O:21][CH2:20][CH2:19]1)=[O:1], predict the reactants needed to synthesize it. The reactants are: [O:1]=[C:2]1[O:6][CH2:5][C@H:4]([NH:7][C:8](=[O:17])[O:9][CH2:10][C:11]2[CH:16]=[CH:15][CH:14]=[CH:13][CH:12]=2)[CH2:3]1.[NH:18]1[CH2:23][CH2:22][O:21][CH2:20][CH2:19]1. (4) The reactants are: [CH2:1]([S:3][C:4]1[N:26]=[CH:25][CH:24]=[CH:23][C:5]=1[C:6]([NH:8][C:9]1[CH:14]=[C:13]([C:15]([F:21])([F:20])[C:16]([F:19])([F:18])[F:17])[CH:12]=[CH:11][C:10]=1[OH:22])=O)[CH3:2].COCCOC(/N=N/C(OCCOC)=O)=O.C1(P(C2C=CC=CC=2)C2C=CC=CC=2)C=CC=CC=1.[Cl-].[NH4+]. Given the product [CH2:1]([S:3][C:4]1[C:5]([C:6]2[O:22][C:10]3[CH:11]=[CH:12][C:13]([C:15]([F:21])([F:20])[C:16]([F:18])([F:19])[F:17])=[CH:14][C:9]=3[N:8]=2)=[CH:23][CH:24]=[CH:25][N:26]=1)[CH3:2], predict the reactants needed to synthesize it. (5) Given the product [CH:19]([C@@H:15]1[S:11][C:10]([NH:9][CH2:8][C@H:7]([C:1]2[CH:6]=[CH:5][CH:4]=[CH:3][CH:2]=2)[CH3:13])=[N:12][C:16]1=[O:17])([CH3:21])[CH3:20], predict the reactants needed to synthesize it. The reactants are: [C:1]1([C@H:7]([CH3:13])[CH2:8][NH:9][C:10]([NH2:12])=[S:11])[CH:6]=[CH:5][CH:4]=[CH:3][CH:2]=1.Br[CH:15]([CH:19]([CH3:21])[CH3:20])[C:16](O)=[O:17]. (6) Given the product [C:20]1([C:26]2[N:27]=[CH:28][C:29]([O:4][C:1](=[O:3])[N:10]([CH3:11])[C@H:9]3[CH2:8][NH:7][C:6]3=[O:5])=[CH:30][N:31]=2)[CH:21]=[CH:22][CH:23]=[CH:24][CH:25]=1, predict the reactants needed to synthesize it. The reactants are: [C:1]([O-:4])(=[O:3])C.[O:5]=[C:6]1[C@@H:9]([NH3+:10])[CH2:8][NH:7]1.[CH3:11]CN(C(C)C)C(C)C.[C:20]1([C:26]2[N:31]=[CH:30][C:29](C3C=CN(C([O-])=O)C(=O)C=3C)=[CH:28][N:27]=2)[CH:25]=[CH:24][CH:23]=[CH:22][CH:21]=1.C([O-])(O)=O.[Na+].